Dataset: Reaction yield outcomes from USPTO patents with 853,638 reactions. Task: Predict the reaction yield, written as a fraction of the theoretical maximum amount of product (1.0 means a 100% yield; for example, 0.34 means a 34% yield). (1) The reactants are C(N(C(C)C)C(C)C)C.[C:10]([NH:17][C:18]([NH2:20])=[NH:19])([O:12][C:13]([CH3:16])([CH3:15])[CH3:14])=[O:11].[CH3:21][O:22][C:23]1[CH:24]=[C:25]([CH2:31][C:32](Cl)=[O:33])[CH:26]=[CH:27][C:28]=1[O:29][CH3:30]. The catalyst is ClCCl. The product is [CH3:21][O:22][C:23]1[CH:24]=[C:25]([CH2:31][C:32]([NH:19][C:18]([NH:17][C:10]([O:12][C:13]([CH3:15])([CH3:16])[CH3:14])=[O:11])=[NH:20])=[O:33])[CH:26]=[CH:27][C:28]=1[O:29][CH3:30]. The yield is 0.825. (2) The reactants are O=[C:2]([CH3:13])[CH2:3][C:4]1[CH:5]=[C:6]([CH2:10][C:11]#[N:12])[CH:7]=[CH:8][CH:9]=1.[C:14]1([C@H:20]([NH2:22])[CH3:21])[CH:19]=[CH:18][CH:17]=[CH:16][CH:15]=1.C(O[BH-](OC(=O)C)OC(=O)C)(=O)C.[Na+].[OH-].[Na+].C(=O)(O)[O-].[Na+].C(Cl)[Cl:45]. No catalyst specified. The yield is 0.550. The product is [ClH:45].[C:14]1([C@H:20]([NH:22][C@H:2]([CH3:13])[CH2:3][C:4]2[CH:5]=[C:6]([CH2:10][C:11]#[N:12])[CH:7]=[CH:8][CH:9]=2)[CH3:21])[CH:19]=[CH:18][CH:17]=[CH:16][CH:15]=1. (3) The reactants are [CH3:1][O:2][C:3](=[O:10])[C:4]([F:9])([F:8])[CH2:5][CH2:6]O.C1C=CC(P(C2C=CC=CC=2)C2C=CC=CC=2)=CC=1.ClC1C=CC(N([C@H]2C3C(=CC=CC=3)N(C(=O)C3C=CC(O)=CC=3)[C@@H](C)C2)C(=O)C)=CC=1.CCOC(/N=N/C(OCC)=O)=O. The catalyst is C1(C)C=CC=CC=1. The product is [CH3:1][O:2][C:3](=[O:10])[C:4]([F:9])([F:8])[CH2:5][CH3:6]. The yield is 0.870.